Dataset: Forward reaction prediction with 1.9M reactions from USPTO patents (1976-2016). Task: Predict the product of the given reaction. Given the reactants C([O:4][CH2:5][CH2:6][C:7]1[CH:8]=[C:9]2[C:13](=[CH:14][CH:15]=1)[NH:12][CH:11]=[C:10]2[C:16](=[O:33])[CH:17]([NH:24][C:25]1[CH:26]=[N:27][CH:28]=[C:29]([O:31][CH3:32])[CH:30]=1)[C:18]1[CH:23]=[CH:22][CH:21]=[CH:20][CH:19]=1)(=O)C.C(=O)([O-])[O-].[K+].[K+], predict the reaction product. The product is: [OH:4][CH2:5][CH2:6][C:7]1[CH:8]=[C:9]2[C:13](=[CH:14][CH:15]=1)[NH:12][CH:11]=[C:10]2[C:16](=[O:33])[CH:17]([NH:24][C:25]1[CH:26]=[N:27][CH:28]=[C:29]([O:31][CH3:32])[CH:30]=1)[C:18]1[CH:19]=[CH:20][CH:21]=[CH:22][CH:23]=1.